Dataset: Forward reaction prediction with 1.9M reactions from USPTO patents (1976-2016). Task: Predict the product of the given reaction. (1) Given the reactants [C:1]([O:5][C:6](=[O:28])[NH:7][C:8]1[CH:13]=[CH:12][C:11]([C:14]2[CH:19]=[CH:18][C:17]([F:20])=[CH:16][C:15]=2[O:21][CH2:22][O:23][CH3:24])=[CH:10][C:9]=1[N+:25]([O-])=O)([CH3:4])([CH3:3])[CH3:2], predict the reaction product. The product is: [C:1]([O:5][C:6](=[O:28])[NH:7][C:8]1[CH:13]=[CH:12][C:11]([C:14]2[CH:19]=[CH:18][C:17]([F:20])=[CH:16][C:15]=2[O:21][CH2:22][O:23][CH3:24])=[CH:10][C:9]=1[NH2:25])([CH3:4])([CH3:2])[CH3:3]. (2) Given the reactants [CH2:1]([C:3]1[S:7][C:6]([C:8]([C:10]2[CH:15]=[C:14]([Br:16])[CH:13]=[CH:12][C:11]=2[Cl:17])=O)=[CH:5][CH:4]=1)[CH3:2].C([SiH](CC)CC)C.B(F)(F)F.C(=O)([O-])O.[Na+], predict the reaction product. The product is: [Br:16][C:14]1[CH:13]=[CH:12][C:11]([Cl:17])=[C:10]([CH2:8][C:6]2[S:7][C:3]([CH2:1][CH3:2])=[CH:4][CH:5]=2)[CH:15]=1. (3) Given the reactants [CH:1]12[CH2:7][CH:4]([CH2:5][CH2:6]1)[C:3](=O)[C:2]2=O.COP([CH2:16][C:17](=O)[CH2:18][CH:19]1[CH2:21][CH2:20]1)(=O)OC.O.[NH2:24][NH2:25], predict the reaction product. The product is: [CH:19]1([CH2:18][C:17]2[N:24]=[N:25][C:2]3[CH:1]4[CH2:7][CH:4]([C:3]=3[CH:16]=2)[CH2:5][CH2:6]4)[CH2:21][CH2:20]1. (4) Given the reactants C([O:5][C:6]1[N:15]=[CH:14][CH:13]=[C:12]2[C:7]=1[C:8]1[CH:22]=[C:21]([F:23])[CH:20]=[CH:19][C:9]=1[C:10]([C:16]([CH3:18])=[CH2:17])=[N:11]2)CCC.[BrH:24].C(O)(=O)C, predict the reaction product. The product is: [Br:24][CH2:17][CH:16]([C:10]1[C:9]2[CH:19]=[CH:20][C:21]([F:23])=[CH:22][C:8]=2[C:7]2[C:6](=[O:5])[NH:15][CH:14]=[CH:13][C:12]=2[N:11]=1)[CH3:18]. (5) The product is: [CH:23]1([O:24][CH2:25][C:26]2[CH:16]=[CH:15][CH:8]=[CH:9][C:10]=2[C:5]2([N:7]=[C:8]([C:15]3[CH:20]=[CH:19][CH:18]=[CH:17][CH:16]=3)[C:9]3[CH:14]=[CH:13][CH:12]=[CH:11][CH:10]=3)[NH:4][CH:3]=[CH:2][S:6]2)[CH2:14][CH2:13][CH2:12][CH2:11][CH2:22]1. Given the reactants Br[C:2]1[S:6][C:5]([N:7]=[C:8]([C:15]2[CH:20]=[CH:19][CH:18]=[CH:17][CH:16]=2)[C:9]2[CH:14]=[CH:13][CH:12]=[CH:11][CH:10]=2)=[N:4][CH:3]=1.O1[CH2:26][CH2:25][O:24][CH2:23][CH2:22]1, predict the reaction product. (6) Given the reactants [CH3:1][NH:2][CH2:3][CH2:4][CH2:5][N:6]1[C:15]2[CH2:14][CH2:13][CH2:12][CH2:11][C:10]=2[C:9](=[O:16])[NH:8][C:7]1=[O:17].[F:18][C:19]1[CH:24]=[CH:23][C:22]([S:25](Cl)(=[O:27])=[O:26])=[CH:21][CH:20]=1.Cl, predict the reaction product. The product is: [O:17]=[C:7]1[NH:8][C:9](=[O:16])[C:10]2[CH2:11][CH2:12][CH2:13][CH2:14][C:15]=2[N:6]1[CH2:5][CH2:4][CH2:3][N:2]([CH3:1])[S:25]([C:22]1[CH:23]=[CH:24][C:19]([F:18])=[CH:20][CH:21]=1)(=[O:27])=[O:26].